This data is from Forward reaction prediction with 1.9M reactions from USPTO patents (1976-2016). The task is: Predict the product of the given reaction. (1) Given the reactants [Br:1][C:2]1[CH:3]=[CH:4][C:5]([N:8]2[C:12]([C:13]([F:16])([F:15])[F:14])=[CH:11][C:10]([C:17]3[NH:21][C:20](=[O:22])[O:19][N:18]=3)=[N:9]2)=[N:6][CH:7]=1.[CH3:23]CN(C(C)C)C(C)C.ClC(Cl)(OC(=O)OC(Cl)(Cl)Cl)Cl, predict the reaction product. The product is: [Br:1][C:2]1[CH:3]=[CH:4][C:5]([N:8]2[C:12]([C:13]([F:14])([F:16])[F:15])=[CH:11][C:10]([C:17]3[N:21]([CH3:23])[C:20](=[O:22])[O:19][N:18]=3)=[N:9]2)=[N:6][CH:7]=1. (2) Given the reactants [Br:1][C:2]1[CH:3]=[C:4]([O:11][CH3:12])[C:5]([OH:10])=[C:6]([CH:9]=1)[CH:7]=[O:8].C(O)C.[BH4-].[Na+].Cl, predict the reaction product. The product is: [Br:1][C:2]1[CH:3]=[C:4]([O:11][CH3:12])[C:5]([OH:10])=[C:6]([CH2:7][OH:8])[CH:9]=1.